Dataset: Catalyst prediction with 721,799 reactions and 888 catalyst types from USPTO. Task: Predict which catalyst facilitates the given reaction. (1) Reactant: [C:1]([O:5][N:6]1[CH2:10][CH2:9][CH2:8][CH:7]1[C:11]#[N:12])([CH3:4])([CH3:3])[CH3:2].[N-:13]=[N+:14]=[N-:15].[Na+].[Cl-].[NH4+]. Product: [C:1]([O:5][N:6]1[CH2:10][CH2:9][CH2:8][CH:7]1[C:11]1[N:13]=[N:14][NH:15][N:12]=1)([CH3:4])([CH3:2])[CH3:3]. The catalyst class is: 3. (2) Reactant: [OH:1][CH:2]1[CH2:7][CH2:6][CH2:5][NH:4][CH2:3]1.C(N(CC)CC)C.[CH2:15]([O:22][C:23](Cl)=[O:24])[C:16]1[CH:21]=[CH:20][CH:19]=[CH:18][CH:17]=1.C(O)(=O)CC(CC(O)=O)(C(O)=O)O. Product: [OH:1][CH:2]1[CH2:7][CH2:6][CH2:5][N:4]([C:23]([O:22][CH2:15][C:16]2[CH:21]=[CH:20][CH:19]=[CH:18][CH:17]=2)=[O:24])[CH2:3]1. The catalyst class is: 366. (3) Product: [CH3:29][O:28][C:25]1[CH:26]=[CH:27][C:20]([CH2:19][N:9]([CH2:8][C:3]2[C:2]([CH3:1])=[CH:7][CH:6]=[CH:5][N:4]=2)[CH:10]([C:12]2[CH:17]=[CH:16][CH:15]=[CH:14][N:13]=2)[CH3:11])=[C:21]([CH:24]=1)[C:22]#[N:23]. The catalyst class is: 23. Reactant: [CH3:1][C:2]1[C:3]([CH2:8][NH:9][CH:10]([C:12]2[CH:17]=[CH:16][CH:15]=[CH:14][N:13]=2)[CH3:11])=[N:4][CH:5]=[CH:6][CH:7]=1.Br[CH2:19][C:20]1[CH:27]=[CH:26][C:25]([O:28][CH3:29])=[CH:24][C:21]=1[C:22]#[N:23].CCN(C(C)C)C(C)C. (4) Reactant: [Cl:1][C:2]1[C:11](I)=[CH:10][C:5]2[NH:6][C:7](=[S:9])[NH:8][C:4]=2[CH:3]=1.[OH-].[K+].[F:15][C:16]([F:19])([F:18])I. Product: [Cl:1][C:2]1[C:11]([C:5]2[CH:10]=[CH:11][C:2]([Cl:1])=[CH:3][CH:4]=2)=[CH:10][C:5]2[NH:6][C:7]([S:9][C:16]([F:19])([F:18])[F:15])=[N:8][C:4]=2[CH:3]=1. The catalyst class is: 42.